From a dataset of Forward reaction prediction with 1.9M reactions from USPTO patents (1976-2016). Predict the product of the given reaction. (1) Given the reactants [N:1]1([C:5]([CH:7]2[CH2:12][CH2:11][NH:10][CH2:9][CH2:8]2)=[O:6])[CH2:4][CH2:3][CH2:2]1.[C:13]1([CH:19]([C:25]2[CH:30]=[CH:29][CH:28]=[CH:27][CH:26]=2)[N:20]2[CH2:23][C:22](=O)[CH2:21]2)[CH:18]=[CH:17][CH:16]=[CH:15][CH:14]=1.CO, predict the reaction product. The product is: [N:1]1([C:5]([CH:7]2[CH2:12][CH2:11][N:10]([CH:22]3[CH2:23][N:20]([CH:19]([C:13]4[CH:18]=[CH:17][CH:16]=[CH:15][CH:14]=4)[C:25]4[CH:30]=[CH:29][CH:28]=[CH:27][CH:26]=4)[CH2:21]3)[CH2:9][CH2:8]2)=[O:6])[CH2:2][CH2:3][CH2:4]1. (2) Given the reactants Cl.[N:2]1([CH2:8][CH2:9][C:10]2[CH:19]=[CH:18][C:13]3[C:14](=[O:17])[O:15][CH2:16][C:12]=3[CH:11]=2)[CH2:7][CH2:6][NH:5][CH2:4][CH2:3]1.[CH3:20][O:21][C:22]1[CH:29]=[C:28]([CH2:30][C:31](=O)[CH3:32])[CH:27]=[CH:26][C:23]=1[C:24]#[N:25], predict the reaction product. The product is: [CH3:20][O:21][C:22]1[CH:29]=[C:28]([CH2:30][CH:31]([N:5]2[CH2:6][CH2:7][N:2]([CH2:8][CH2:9][C:10]3[CH:11]=[C:12]4[C:13](=[CH:18][CH:19]=3)[C:14](=[O:17])[O:15][CH2:16]4)[CH2:3][CH2:4]2)[CH3:32])[CH:27]=[CH:26][C:23]=1[C:24]#[N:25]. (3) Given the reactants Cl[CH2:2][CH2:3][CH2:4][O:5][C:6]1[CH:11]=[CH:10][C:9]([C:12]2[N:13]=[C:14]3[CH:19]=[C:18]([CH3:20])[CH:17]=[CH:16][N:15]3[CH:21]=2)=[CH:8][CH:7]=1.[NH:22]1[CH2:27][CH2:26][CH2:25][CH2:24][CH2:23]1, predict the reaction product. The product is: [N:22]1([CH2:2][CH2:3][CH2:4][O:5][C:6]2[CH:11]=[CH:10][C:9]([C:12]3[N:13]=[C:14]4[CH:19]=[C:18]([CH3:20])[CH:17]=[CH:16][N:15]4[CH:21]=3)=[CH:8][CH:7]=2)[CH2:27][CH2:26][CH2:25][CH2:24][CH2:23]1. (4) The product is: [CH2:1]([C:8]1[O:17][C:11]2=[N:12][C:13](=[O:16])[N:14]([CH:19]([CH2:22][CH3:23])[CH2:20][CH3:21])[CH:15]=[C:10]2[CH:9]=1)[CH2:2][CH2:3][CH2:4][CH2:5][CH2:6][CH3:7]. Given the reactants [CH2:1]([C:8]1[O:17][C:11]2=[N:12][C:13](=[O:16])[NH:14][CH:15]=[C:10]2[CH:9]=1)[CH2:2][CH2:3][CH2:4][CH2:5][CH2:6][CH3:7].Br[CH:19]([CH2:22][CH3:23])[CH2:20][CH3:21], predict the reaction product. (5) Given the reactants [NH2:1][CH2:2][C:3]([OH:5])=[O:4].[O-2].[Ca+2:7].[Ca], predict the reaction product. The product is: [NH2:1][CH2:2][C:3]([O-:5])=[O:4].[NH2:1][CH2:2][C:3]([O-:5])=[O:4].[Ca+2:7]. (6) Given the reactants [CH3:1][O:2][CH2:3][CH2:4][N:5]1[CH2:10][CH2:9][N:8]([C:11]2[CH:17]=[CH:16][C:14]([NH2:15])=[CH:13][CH:12]=2)[CH2:7][CH2:6]1.C(OCN1[C:30]2[N:31]=[C:32](NC3C=CC(OCCOC)=C(F)C=3)[N:33]=[C:34]([O:35][C:36]3[CH:41]=[CH:40][CH:39]=[C:38]([N+:42]([O-])=O)[CH:37]=3)[C:29]=2C=C1)(=O)C(C)(C)C.[C:58]([O-:61])([O-])=O.[K+].[K+].C1(P([CH:92]2[CH2:97]CCCC2)C2C=CC=CC=2C2C(C(C)C)=CC(C(C)C)=CC=2C(C)C)CCCCC1.C(Cl)Cl.[CH3:101][OH:102], predict the reaction product. The product is: [CH3:101][O:102][C:29]1[C:34]([O:35][C:36]2[CH:37]=[C:38]([NH:42][C:58](=[O:61])[CH:97]=[CH2:92])[CH:39]=[CH:40][CH:41]=2)=[N:33][C:32]([NH:15][C:14]2[CH:16]=[CH:17][C:11]([N:8]3[CH2:9][CH2:10][N:5]([CH2:4][CH2:3][O:2][CH3:1])[CH2:6][CH2:7]3)=[CH:12][CH:13]=2)=[N:31][CH:30]=1. (7) Given the reactants [Li]CCCC.CO[CH:8](OC)[CH2:9][NH2:10].[S:13]1[CH:17]=[CH:16][N:15]=[C:14]1[C:18]#[N:19].N, predict the reaction product. The product is: [NH:10]1[CH:9]=[CH:8][N:19]=[C:18]1[C:14]1[S:13][CH:17]=[CH:16][N:15]=1. (8) The product is: [CH3:39][C:34]1[CH:33]=[C:32]([C:28]2[CH:27]=[C:26]([C:24]3[CH2:23][C:22](=[O:21])[NH:13][C:6]4[CH:7]=[C:8]([C:9]([F:12])([F:11])[F:10])[C:3]([C:2]([F:15])([F:16])[F:1])=[CH:4][C:5]=4[N:14]=3)[CH:31]=[CH:30][CH:29]=2)[CH:37]=[C:36]([CH3:38])[N:35]=1. Given the reactants [F:1][C:2]([F:16])([F:15])[C:3]1[CH:4]=[C:5]([NH2:14])[C:6]([NH2:13])=[CH:7][C:8]=1[C:9]([F:12])([F:11])[F:10].C([O:21][C:22](=O)[CH2:23][C:24]([C:26]1[CH:31]=[CH:30][CH:29]=[C:28]([C:32]2[CH:37]=[C:36]([CH3:38])[N:35]=[C:34]([CH3:39])[CH:33]=2)[CH:27]=1)=O)(C)(C)C.C(O)(C(F)(F)F)=O, predict the reaction product. (9) Given the reactants [NH2:1][C:2]1[C:11]2[N:12]=[C:13]([CH2:23][O:24][CH2:25][CH3:26])[N:14]([NH:15][CH2:16][CH2:17][CH2:18][NH:19][C:20](=[O:22])[CH3:21])[C:10]=2[C:9]2[CH:8]=[CH:7][CH:6]=[CH:5][C:4]=2[N:3]=1.O.[OH-].[Na+], predict the reaction product. The product is: [NH2:1][C:2]1[C:11]2[N:12]=[C:13]([CH2:23][O:24][CH2:25][CH3:26])[N:14]([NH:15][CH2:16][CH2:17][CH2:18][NH:19][C:20](=[O:22])[CH3:21])[C:10]=2[C:9]2[CH2:8][CH2:7][CH2:6][CH2:5][C:4]=2[N:3]=1. (10) The product is: [ClH:33].[NH2:1][C:2]([C:4]1[O:5][C:6]2[CH:31]=[CH:30][C:29]([Br:32])=[CH:28][C:7]=2[C:8]=1[NH:9][C:10](=[O:27])[C@H:11]([CH2:20][C:21]1[CH:26]=[CH:25][CH:24]=[CH:23][CH:22]=1)[NH2:12])=[O:3]. Given the reactants [NH2:1][C:2]([C:4]1[O:5][C:6]2[CH:31]=[CH:30][C:29]([Br:32])=[CH:28][C:7]=2[C:8]=1[NH:9][C:10](=[O:27])[C@H:11]([CH2:20][C:21]1[CH:26]=[CH:25][CH:24]=[CH:23][CH:22]=1)[NH:12]C(OC(C)(C)C)=O)=[O:3].[ClH:33].O1CCOCC1, predict the reaction product.